Dataset: Forward reaction prediction with 1.9M reactions from USPTO patents (1976-2016). Task: Predict the product of the given reaction. Given the reactants [CH2:1]1[CH2:5][O:4][CH2:3][CH2:2]1.[CH2:6]([Cl:8])Cl.[O:9]1CCOCC1.[C:15](#N)[CH3:16], predict the reaction product. The product is: [Cl:8][C:6]([O:4][C:5]1[CH:1]=[CH:2][CH:3]=[CH:16][CH:15]=1)=[O:9].